Task: Predict the reactants needed to synthesize the given product.. Dataset: Retrosynthesis with 50K atom-mapped reactions and 10 reaction types from USPTO (1) The reactants are: Cn1c(CBr)c(Br)c(=O)n1C1CCCCC1.c1ccc(CCCC2CCNCC2)cc1. Given the product Cn1c(CN2CCC(CCCc3ccccc3)CC2)c(Br)c(=O)n1C1CCCCC1, predict the reactants needed to synthesize it. (2) Given the product CCC(=O)c1ccc(C(O)C(C)(C)C)cc1, predict the reactants needed to synthesize it. The reactants are: CCC1(c2ccc(C(O)C(C)(C)C)cc2)OCCO1. (3) Given the product CC(C)(CC(O)(C(=O)Nc1ccc2c(c1)COC2=O)C(F)(F)F)c1cc(F)ccc1NS(C)(=O)=O, predict the reactants needed to synthesize it. The reactants are: CC(C)(CC(O)(C(=O)Nc1ccc2c(c1)COC2=O)C(F)(F)F)c1cc(F)ccc1N.CS(=O)(=O)Cl. (4) Given the product Cn1cc(CCO[Si](c2ccccc2)(c2ccccc2)C(C)(C)C)c(C(=O)NCc2cccc(Cl)c2)c(OC(=O)c2ccccc2)c1=O, predict the reactants needed to synthesize it. The reactants are: Cn1cc(CCO[Si](c2ccccc2)(c2ccccc2)C(C)(C)C)c(C(=O)O)c(OC(=O)c2ccccc2)c1=O.NCc1cccc(Cl)c1. (5) Given the product O=C(Cc1ccc(OCc2ccccc2)cc1OCc1ccccc1)N1CCN(Cc2ccccc2)CC1, predict the reactants needed to synthesize it. The reactants are: O=C(O)Cc1ccc(OCc2ccccc2)cc1OCc1ccccc1.c1ccc(CN2CCNCC2)cc1.